This data is from Catalyst prediction with 721,799 reactions and 888 catalyst types from USPTO. The task is: Predict which catalyst facilitates the given reaction. (1) Reactant: CC1C=CC(CP(=O)OCC2C=CC=CC=2)=CC=1.[H-].[Na+].C([O:28][C:29]([CH:31]([CH2:45][CH2:46][C:47]([O:49]CC1C=CC=CC=1)=[O:48])[CH2:32][P:33]([CH2:36][CH2:37][CH2:38][C:39]1[CH:44]=[CH:43][CH:42]=[CH:41][CH:40]=1)(=[O:35])[OH:34])=[O:30])C1C=CC=CC=1.Cl. Product: [C:39]1([CH2:38][CH2:37][CH2:36][P:33]([CH2:32][CH:31]([CH2:45][CH2:46][C:47]([OH:49])=[O:48])[C:29]([OH:30])=[O:28])([OH:35])=[O:34])[CH:44]=[CH:43][CH:42]=[CH:41][CH:40]=1. The catalyst class is: 49. (2) Reactant: [F:1][C:2]([CH3:18])([CH3:17])[CH2:3][O:4][C:5]1[CH:14]=[CH:13][C:8]([C:9]([O:11]C)=[O:10])=[CH:7][C:6]=1[O:15][CH3:16].[OH-].[Na+]. Product: [F:1][C:2]([CH3:18])([CH3:17])[CH2:3][O:4][C:5]1[CH:14]=[CH:13][C:8]([C:9]([OH:11])=[O:10])=[CH:7][C:6]=1[O:15][CH3:16]. The catalyst class is: 24. (3) Reactant: [Cl:1][C:2]1[CH:7]=[CH:6][CH:5]=[C:4]([N+:8]([O-])=O)[C:3]=1[S:11][CH2:12][CH2:13][CH2:14][Cl:15]. Product: [ClH:1].[Cl:1][C:2]1[C:3]([S:11][CH2:12][CH2:13][CH2:14][Cl:15])=[C:4]([NH2:8])[CH:5]=[CH:6][CH:7]=1. The catalyst class is: 5. (4) Reactant: [OH:1][C:2]1[CH:3]=[C:4]([CH2:8][C:9]([NH:11][NH:12][C:13](=[O:30])[C:14]2[CH:19]=[CH:18][C:17]([O:20]CC3C=CC=CC=3)=[CH:16][C:15]=2[CH2:28][CH3:29])=[O:10])[CH:5]=[CH:6][CH:7]=1. Product: [OH:1][C:2]1[CH:3]=[C:4]([CH2:8][C:9]([NH:11][NH:12][C:13](=[O:30])[C:14]2[CH:19]=[CH:18][C:17]([OH:20])=[CH:16][C:15]=2[CH2:28][CH3:29])=[O:10])[CH:5]=[CH:6][CH:7]=1. The catalyst class is: 123. (5) Reactant: [OH:1][C:2]1[CH:7]=[C:6]([C:8]([F:11])([F:10])[F:9])[CH:5]=[CH:4][C:3]=1[C:12]1[N:17]=[CH:16][N:15]=[C:14]([O:18][C:19]2[C:24]3[N:25]=[C:26]([NH:28][C:29](=[O:31])[CH3:30])[S:27][C:23]=3[CH:22]=[CH:21][CH:20]=2)[CH:13]=1.Cl.Cl[CH2:34][CH2:35][CH:36]1[CH2:40][CH2:39][CH2:38][N:37]1[CH3:41].C(=O)([O-])[O-].[Na+].[Na+].[I-].[Na+]. Product: [CH3:41][N:37]1[CH2:38][CH2:39][CH2:40][CH:36]1[CH2:35][CH2:34][O:1][C:2]1[CH:7]=[C:6]([C:8]([F:11])([F:9])[F:10])[CH:5]=[CH:4][C:3]=1[C:12]1[N:17]=[CH:16][N:15]=[C:14]([O:18][C:19]2[C:24]3[N:25]=[C:26]([NH:28][C:29](=[O:31])[CH3:30])[S:27][C:23]=3[CH:22]=[CH:21][CH:20]=2)[CH:13]=1. The catalyst class is: 283. (6) Reactant: [CH:1]([N:4]1[CH2:9][CH2:8][CH:7]([NH2:10])[CH2:6][CH2:5]1)([CH3:3])[CH3:2].C(=O)([O-])[O-].[K+].[K+].Br[CH2:18][CH2:19][CH2:20][C:21]([O:23][CH2:24][CH3:25])=[O:22]. Product: [CH:1]([N:4]1[CH2:9][CH2:8][CH:7]([NH:10][CH2:18][CH2:19][CH2:20][C:21]([O:23][CH2:24][CH3:25])=[O:22])[CH2:6][CH2:5]1)([CH3:3])[CH3:2]. The catalyst class is: 3.